Task: Predict the reaction yield, written as a fraction of the theoretical maximum amount of product (1.0 means a 100% yield; for example, 0.34 means a 34% yield).. Dataset: Reaction yield outcomes from USPTO patents with 853,638 reactions (1) The reactants are [Br:1][C:2]1[CH:7]=[CH:6][C:5]2[CH:8]([C:10]([OH:12])=O)[CH2:9][C:4]=2[C:3]=1[Cl:13].[O-]P1(OP([O-])(=O)OP([O-])(=O)OP([O-])(=O)O1)=O.[Na+].[Na+].[Na+].[Na+].[CH2:34]([NH:41][CH2:42][CH:43]([OH:45])[CH3:44])[C:35]1[CH:40]=[CH:39][CH:38]=[CH:37][CH:36]=1.C(N(CC)CC)C. The catalyst is C(Cl)Cl. The product is [CH2:34]([N:41]([CH2:42][CH:43]([OH:45])[CH3:44])[C:10]([CH:8]1[C:5]2[CH:6]=[CH:7][C:2]([Br:1])=[C:3]([Cl:13])[C:4]=2[CH2:9]1)=[O:12])[C:35]1[CH:40]=[CH:39][CH:38]=[CH:37][CH:36]=1. The yield is 0.660. (2) The reactants are [N+:1]([C:4]1[CH:10]=[CH:9][CH:8]=[CH:7][C:5]=1[NH2:6])([O-:3])=[O:2].[I-].[K+].[I:13]([O-])(=O)(=O)=O.[K+].[Cl-].[Na+]. The catalyst is C(O)(=O)C.O. The product is [I:13][C:9]1[CH:8]=[CH:7][C:5]([NH2:6])=[C:4]([N+:1]([O-:3])=[O:2])[CH:10]=1. The yield is 1.00. (3) The reactants are Cl[C:2]1[N:7]=[C:6]([NH:8][C:9]2[CH:14]=[CH:13][C:12]([O:15][CH2:16][CH3:17])=[CH:11][CH:10]=2)[C:5]([F:18])=[CH:4][N:3]=1.C(N(C(C)C)C(C)C)C.[CH2:28]1[CH2:38][O:37][C:36]2[CH:35]=[CH:34][C:32]([NH2:33])=[CH:31][C:30]=2[O:29]1. The catalyst is C(O)CO. The product is [CH2:16]([O:15][C:12]1[CH:13]=[CH:14][C:9]([NH:8][C:6]2[C:5]([F:18])=[CH:4][N:3]=[C:2]([NH:33][C:32]3[CH:34]=[CH:35][C:36]4[O:37][CH2:38][CH2:28][O:29][C:30]=4[CH:31]=3)[N:7]=2)=[CH:10][CH:11]=1)[CH3:17]. The yield is 0.600. (4) The reactants are [NH2:1][C:2]1[N:10]=[C:9]2[C:5]([NH:6][CH:7]=[N:8]2)=[C:4]([Cl:11])[N:3]=1.[CH2:12]([O:19][CH2:20][C@H:21]([C@H:24]([O:26][Si:27]([C:30]([CH3:33])([CH3:32])[CH3:31])([CH3:29])[CH3:28])[CH3:25])[CH2:22]O)[C:13]1[CH:18]=[CH:17][CH:16]=[CH:15][CH:14]=1.C1(P(C2C=CC=CC=2)C2C=CC=CC=2)C=CC=CC=1.CC(OC(/N=N/C(OC(C)C)=O)=O)C. The yield is 0.750. The catalyst is C1COCC1.C(OCC)(=O)C.CCCCCC. The product is [CH2:12]([O:19][CH2:20][C@@H:21]([CH2:22][N:8]1[CH:7]=[N:6][C:5]2[C:9]1=[N:10][C:2]([NH2:1])=[N:3][C:4]=2[Cl:11])[C@H:24]([O:26][Si:27]([C:30]([CH3:31])([CH3:33])[CH3:32])([CH3:28])[CH3:29])[CH3:25])[C:13]1[CH:18]=[CH:17][CH:16]=[CH:15][CH:14]=1. (5) The yield is 0.200. The reactants are Br[CH2:2][CH2:3][O:4][CH2:5][CH2:6][O:7][C:8]1[CH:17]=[C:16]2[C:11]([C:12]([NH:18][C:19]3[CH:24]=[CH:23][C:22]([Cl:25])=[CH:21][C:20]=3[F:26])=[N:13][CH:14]=[N:15]2)=[CH:10][C:9]=1[O:27][CH3:28].[NH:29]1[CH2:33][CH2:32][CH2:31][CH2:30]1. The product is [ClH:25].[Cl:25][C:22]1[CH:23]=[CH:24][C:19]([NH:18][C:12]2[C:11]3[C:16](=[CH:17][C:8]([O:7][CH2:6][CH2:5][O:4][CH2:3][CH2:2][N:29]4[CH2:33][CH2:32][CH2:31][CH2:30]4)=[C:9]([O:27][CH3:28])[CH:10]=3)[N:15]=[CH:14][N:13]=2)=[C:20]([F:26])[CH:21]=1. No catalyst specified. (6) The reactants are [CH3:1][O:2][C:3](=[O:20])[CH:4]([O:13][C:14]1[CH:19]=[CH:18][CH:17]=[CH:16][CH:15]=1)[CH2:5][C:6]1[CH:11]=[CH:10][C:9]([OH:12])=[CH:8][CH:7]=1.Br[CH2:22][CH2:23][CH2:24][O:25][C:26]1[CH:31]=[CH:30][C:29]([O:32][C:33]2[CH:38]=[CH:37][CH:36]=[CH:35][CH:34]=2)=[CH:28][CH:27]=1.CC(C)([O-])C.[K+]. The catalyst is CN(C=O)C. The product is [CH3:1][O:2][C:3](=[O:20])[CH:4]([O:13][C:14]1[CH:15]=[CH:16][CH:17]=[CH:18][CH:19]=1)[CH2:5][C:6]1[CH:11]=[CH:10][C:9]([O:12][CH2:22][CH2:23][CH2:24][O:25][C:26]2[CH:31]=[CH:30][C:29]([O:32][C:33]3[CH:38]=[CH:37][CH:36]=[CH:35][CH:34]=3)=[CH:28][CH:27]=2)=[CH:8][CH:7]=1. The yield is 0.230. (7) The reactants are [C:1]([O:5][C:6](=[O:20])[NH:7][C:8]1[CH:13]=[CH:12][C:11]([CH:14]2[CH2:19][CH2:18][NH:17][CH2:16][CH2:15]2)=[CH:10][CH:9]=1)([CH3:4])([CH3:3])[CH3:2].[CH3:21][N:22]1[CH2:27][CH2:26][N:25]([CH2:28][C:29](O)=[O:30])[CH2:24][CH2:23]1.C1C=CC2N(O)N=NC=2C=1.CCN(C(C)C)C(C)C. The catalyst is CN(C=O)C.C(Cl)Cl.O. The product is [C:1]([O:5][C:6](=[O:20])[NH:7][C:8]1[CH:13]=[CH:12][C:11]([CH:14]2[CH2:19][CH2:18][N:17]([C:29](=[O:30])[CH2:28][N:25]3[CH2:26][CH2:27][N:22]([CH3:21])[CH2:23][CH2:24]3)[CH2:16][CH2:15]2)=[CH:10][CH:9]=1)([CH3:4])([CH3:2])[CH3:3]. The yield is 0.830. (8) The reactants are Cl[CH2:2][CH2:3][C:4]1[C:5]2[CH:19]=[C:18]([C:20]([CH3:28])([C:22]3[NH:26][C:25]([CH3:27])=[N:24][N:23]=3)[CH3:21])[S:17][C:6]=2[NH:7][C:8]=1[C:9]1[CH:14]=[C:13]([CH3:15])[CH:12]=[C:11]([CH3:16])[CH:10]=1.C(N(C(C)C)CC)(C)C.[O:38]=[C:39]([N:47]1[CH2:51][CH2:50][CH2:49][CH2:48]1)[CH2:40][N:41]1[CH2:46][CH2:45][NH:44][CH2:43][CH2:42]1. The catalyst is [I-].C([N+](CCCC)(CCCC)CCCC)CCC.O1CCOCC1.C(OCC)C. The product is [CH3:15][C:13]1[CH:14]=[C:9]([C:8]2[NH:7][C:6]3[S:17][C:18]([C:20]([CH3:21])([C:22]4[NH:26][C:25]([CH3:27])=[N:24][N:23]=4)[CH3:28])=[CH:19][C:5]=3[C:4]=2[CH2:3][CH2:2][N:44]2[CH2:43][CH2:42][N:41]([CH2:40][C:39](=[O:38])[N:47]3[CH2:48][CH2:49][CH2:50][CH2:51]3)[CH2:46][CH2:45]2)[CH:10]=[C:11]([CH3:16])[CH:12]=1. The yield is 0.270.